From a dataset of Peptide-MHC class II binding affinity with 134,281 pairs from IEDB. Regression. Given a peptide amino acid sequence and an MHC pseudo amino acid sequence, predict their binding affinity value. This is MHC class II binding data. (1) The peptide sequence is EIESCRKNSCECNFE. The MHC is DRB1_0301 with pseudo-sequence DRB1_0301. The binding affinity (normalized) is 0.116. (2) The peptide sequence is INRQILDNAAKYV. The MHC is HLA-DPA10201-DPB10101 with pseudo-sequence HLA-DPA10201-DPB10101. The binding affinity (normalized) is 0.224.